The task is: Predict the reaction yield, written as a fraction of the theoretical maximum amount of product (1.0 means a 100% yield; for example, 0.34 means a 34% yield).. This data is from Reaction yield outcomes from USPTO patents with 853,638 reactions. The reactants are CC(OC(/N=N/C(OC(C)(C)C)=O)=O)(C)C.[F:17][C:18]1[C:23]([F:24])=[CH:22][CH:21]=[CH:20][C:19]=1[NH:25][C:26](=[O:47])[CH2:27][C:28]1[NH:32][N:31]=[C:30]([NH:33][C:34]2[C:43]3[C:38](=[CH:39][C:40]([O:45][CH3:46])=[CH:41][C:42]=3[OH:44])[N:37]=[CH:36][N:35]=2)[CH:29]=1.C1(P(C2C=CC=CC=2)C2C=CC=CC=2)C=CC=CC=1.[Cl:67][CH2:68][CH2:69]O. The catalyst is O1CCCC1.C(OCC)C.C(#N)C. The product is [Cl:67][CH2:68][CH2:69][O:44][C:42]1[CH:41]=[C:40]([O:45][CH3:46])[CH:39]=[C:38]2[C:43]=1[C:34]([NH:33][C:30]1[CH:29]=[C:28]([CH2:27][C:26]([NH:25][C:19]3[CH:20]=[CH:21][CH:22]=[C:23]([F:24])[C:18]=3[F:17])=[O:47])[NH:32][N:31]=1)=[N:35][CH:36]=[N:37]2. The yield is 0.720.